Task: Predict the product of the given reaction.. Dataset: Forward reaction prediction with 1.9M reactions from USPTO patents (1976-2016) (1) Given the reactants [C:1]([C:9]1[C:10](=[O:20])[N:11]([CH3:19])[C:12](=[O:18])[N:13]([CH3:17])[C:14]=1[CH2:15]Br)(=O)[C:2]1[CH:7]=[CH:6][CH:5]=[CH:4][CH:3]=1.Cl.[NH2:22][CH2:23][CH2:24][CH2:25][CH2:26][C:27]([O:29][CH2:30][CH3:31])=[O:28].C(N(CC)CC)C, predict the reaction product. The product is: [CH3:17][N:13]1[C:14]2=[CH:15][N:22]([CH2:23][CH2:24][CH2:25][CH2:26][C:27]([O:29][CH2:30][CH3:31])=[O:28])[C:1]([C:2]3[CH:7]=[CH:6][CH:5]=[CH:4][CH:3]=3)=[C:9]2[C:10](=[O:20])[N:11]([CH3:19])[C:12]1=[O:18]. (2) Given the reactants [Cl:1][S:2]([C:5]1[CH:6]=[N:7][C:8](O)=[C:9]([CH:13]=1)[C:10]([OH:12])=[O:11])(=[O:4])=[O:3].O=P(Cl)(Cl)[Cl:17], predict the reaction product. The product is: [Cl:17][C:8]1[N:7]=[CH:6][C:5]([S:2]([Cl:1])(=[O:4])=[O:3])=[CH:13][C:9]=1[C:10]([OH:12])=[O:11].